This data is from Full USPTO retrosynthesis dataset with 1.9M reactions from patents (1976-2016). The task is: Predict the reactants needed to synthesize the given product. (1) Given the product [CH3:8][N:5]1[CH2:6][CH2:7][CH:2]([O:1][CH2:16][Sn:15]([CH2:11][CH2:12][CH2:13][CH3:14])([CH2:22][CH2:23][CH2:24][CH3:25])[CH2:18][CH2:19][CH2:20][CH3:21])[CH2:3][CH2:4]1, predict the reactants needed to synthesize it. The reactants are: [OH:1][CH:2]1[CH2:7][CH2:6][N:5]([CH3:8])[CH2:4][CH2:3]1.[H-].[Na+].[CH2:11]([Sn:15]([CH2:22][CH2:23][CH2:24][CH3:25])([CH2:18][CH2:19][CH2:20][CH3:21])[CH2:16]I)[CH2:12][CH2:13][CH3:14].CN(C)C=O. (2) Given the product [Cl:14][C:15]1[CH:23]=[CH:22][CH:21]=[C:20]2[C:16]=1[C:17]([C:6](=[O:11])[C:7]([F:8])([F:9])[F:10])=[CH:18][NH:19]2, predict the reactants needed to synthesize it. The reactants are: [F:8][C:7]([F:10])([F:9])[C:6](O[C:6](=[O:11])[C:7]([F:10])([F:9])[F:8])=[O:11].[Cl:14][C:15]1[CH:23]=[CH:22][CH:21]=[C:20]2[C:16]=1[CH:17]=[CH:18][NH:19]2.CN(C=O)C. (3) The reactants are: [F:1][C:2]1[CH:11]=[C:10]2[C:5]([C:6]([NH:19]CC3C=CC(OC)=CC=3)=[C:7]([CH3:18])[C:8]([C:12]3[CH:17]=[CH:16][CH:15]=[CH:14][N:13]=3)=[N:9]2)=[CH:4][CH:3]=1.FC(F)(F)C(O)=O. Given the product [F:1][C:2]1[CH:11]=[C:10]2[C:5]([C:6]([NH2:19])=[C:7]([CH3:18])[C:8]([C:12]3[CH:17]=[CH:16][CH:15]=[CH:14][N:13]=3)=[N:9]2)=[CH:4][CH:3]=1, predict the reactants needed to synthesize it. (4) Given the product [Br:14][C:5]1[C:4]([N+:9]([O-:11])=[O:10])=[CH:3][C:2]([Br:1])=[CH:7][N:6]=1, predict the reactants needed to synthesize it. The reactants are: [Br:1][C:2]1[CH:3]=[C:4]([N+:9]([O-:11])=[O:10])[C:5](=O)[NH:6][CH:7]=1.P(Br)(Br)([Br:14])=O.N1C=CC=CC=1. (5) Given the product [Cl:1][C:2]1[CH:7]=[C:6]([NH:8][CH3:9])[C:5]([NH2:10])=[CH:4][CH:3]=1, predict the reactants needed to synthesize it. The reactants are: [Cl:1][C:2]1[CH:3]=[CH:4][C:5]([N+:10]([O-])=O)=[C:6]([NH:8][CH3:9])[CH:7]=1.O.O.Cl[Sn]Cl.